This data is from CYP2D6 inhibition data for predicting drug metabolism from PubChem BioAssay. The task is: Regression/Classification. Given a drug SMILES string, predict its absorption, distribution, metabolism, or excretion properties. Task type varies by dataset: regression for continuous measurements (e.g., permeability, clearance, half-life) or binary classification for categorical outcomes (e.g., BBB penetration, CYP inhibition). Dataset: cyp2d6_veith. (1) The compound is COc1ccc(-n2c(=O)c(-c3cc(F)cc(F)c3)nc3cncnc32)cc1. The result is 0 (non-inhibitor). (2) The compound is Oc1ccc(Cl)cc1Cc1cc(Cl)cc(Cc2cc(Cl)ccc2O)c1O. The result is 0 (non-inhibitor). (3) The compound is CCN(CC)c1ccc(NC(=O)c2cccnc2)c(C)c1. The result is 0 (non-inhibitor). (4) The drug is Nc1c(S(=O)(=O)O)cc(S(=O)(=O)O)c2ccc(N=Nc3ccccc3)c(O)c12. The result is 0 (non-inhibitor). (5) The compound is Cc1ccc(CSc2nnc(C(F)(F)F)n2Cc2ccc(F)cc2)cc1. The result is 0 (non-inhibitor). (6) The compound is CCCCOc1ccc(C(=O)CCN2CCCCC2)cc1. The result is 1 (inhibitor).